From a dataset of Forward reaction prediction with 1.9M reactions from USPTO patents (1976-2016). Predict the product of the given reaction. (1) Given the reactants [O:1]1[C:6]2[CH:7]=[CH:8][CH:9]=[CH:10][C:5]=2[O:4][CH2:3][C@@H:2]1[CH2:11][N:12]1[CH2:17][CH2:16][CH2:15][C@H:14]([C:18]2[CH:19]=[C:20](OS(C(F)(F)F)(=O)=O)[CH:21]=[CH:22][CH:23]=2)[CH2:13]1.C(=O)([O-])[O-].[Cs+].[Cs+].C1C=CC(P(C2C=CC3C(=CC=CC=3)C=2C2C3C(=CC=CC=3)C=CC=2P(C2C=CC=CC=2)C2C=CC=CC=2)C2C=CC=CC=2)=CC=1.C(=[NH:97])(C1C=CC=CC=1)C1C=CC=CC=1.C([O-])(=O)C.[Na+].Cl.NO, predict the reaction product. The product is: [O:1]1[C:6]2[CH:7]=[CH:8][CH:9]=[CH:10][C:5]=2[O:4][CH2:3][C@@H:2]1[CH2:11][N:12]1[CH2:17][CH2:16][CH2:15][C@H:14]([C:18]2[CH:19]=[C:20]([NH2:97])[CH:21]=[CH:22][CH:23]=2)[CH2:13]1. (2) Given the reactants [Br:1][C:2]1[CH:13]=[C:12]([N+:14]([O-])=O)[C:5]([O:6][CH2:7][C:8](OC)=[O:9])=[C:4]([F:17])[CH:3]=1, predict the reaction product. The product is: [Br:1][C:2]1[CH:3]=[C:4]([F:17])[C:5]2[O:6][CH2:7][C:8](=[O:9])[NH:14][C:12]=2[CH:13]=1. (3) The product is: [Cl:1][C:2]1[CH:7]=[CH:6][CH:5]=[CH:4][C:3]=1[C:8]([C:10]1[N:20]([C:21]2[N:22]([CH3:27])[N:23]=[C:24]([CH3:26])[CH:25]=2)[C:13]2[N:14]=[C:15]([S:30]([CH3:42])(=[O:32])=[O:29])[N:16]=[CH:17][C:12]=2[CH:11]=1)=[O:9]. Given the reactants [Cl:1][C:2]1[CH:7]=[CH:6][CH:5]=[CH:4][C:3]=1[C:8]([C:10]1[N:20]([C:21]2[N:22]([CH3:27])[N:23]=[C:24]([CH3:26])[CH:25]=2)[C:13]2[N:14]=[C:15](SC)[N:16]=[CH:17][C:12]=2[CH:11]=1)=[O:9].O[O:29][S:30]([O-:32])=O.[K+].S([O-])(O[O-])(=O)=O.[K+].[K+].[C:42]([O-])(O)=O.[Na+], predict the reaction product. (4) The product is: [Br:1][C:2]1[C:3]([O:12][CH3:13])=[C:4]([CH2:5][OH:6])[CH:7]=[C:8]([O:10][CH3:11])[CH:9]=1. Given the reactants [Br:1][C:2]1[C:3]([O:12][CH3:13])=[C:4]([CH:7]=[C:8]([O:10][CH3:11])[CH:9]=1)[CH:5]=[O:6].[H-].[H-].[H-].[H-].[Li+].[Al+3].Cl, predict the reaction product. (5) The product is: [CH3:1][O:2][C:3]1[CH:16]=[C:15]([NH:17][CH3:18])[C:14]([N+:19]([O-:21])=[O:20])=[CH:13][C:4]=1[O:5][C:6]1[CH:11]=[CH:10][N:9]=[C:8]([NH:12][C:22](=[O:24])[CH3:23])[CH:7]=1. Given the reactants [CH3:1][O:2][C:3]1[CH:16]=[C:15]([NH:17][CH3:18])[C:14]([N+:19]([O-:21])=[O:20])=[CH:13][C:4]=1[O:5][C:6]1[CH:11]=[CH:10][N:9]=[C:8]([NH2:12])[CH:7]=1.[C:22](Cl)(=[O:24])[CH3:23].O, predict the reaction product. (6) Given the reactants [F-].C([N+](CCCC)(CCCC)CCCC)CCC.[CH3:19][C:20]1[CH:27]=[CH:26][C:23]([CH:24]=[O:25])=[CH:22][CH:21]=1.[Si]([C:32]([F:35])([F:34])[F:33])(C)(C)C.Cl, predict the reaction product. The product is: [CH3:19][C:20]1[CH:27]=[CH:26][C:23]([CH:24]([OH:25])[C:32]([F:35])([F:34])[F:33])=[CH:22][CH:21]=1. (7) Given the reactants [CH3:1][N:2]1[C:11]2[C:6](=[CH:7][N:8]=[C:9]([CH3:12])[CH:10]=2)[CH:5]=[C:4]([C:13]2[CH:14]=[C:15]([CH:19]=[CH:20][C:21]=2[CH3:22])[C:16]([NH2:18])=[O:17])[C:3]1=[O:23].C(Cl)(=O)[C:25](Cl)=[O:26], predict the reaction product. The product is: [CH3:1][N:2]1[C:11]2[C:6](=[CH:7][N:8]=[C:9]([CH3:12])[CH:10]=2)[CH:5]=[C:4]([C:13]2[CH:14]=[C:15]([CH:19]=[CH:20][C:21]=2[CH3:22])[C:16]([N:18]=[C:25]=[O:26])=[O:17])[C:3]1=[O:23]. (8) Given the reactants Cl.[N:2]#[C:3][NH2:4].[OH:5][CH2:6][CH2:7][CH2:8][S:9][C:10]1[CH:16]=[CH:15][C:13]([NH2:14])=[CH:12][CH:11]=1, predict the reaction product. The product is: [OH:5][CH2:6][CH2:7][CH2:8][S:9][C:10]1[CH:16]=[CH:15][C:13]([NH:14][C:3]([NH2:4])=[NH:2])=[CH:12][CH:11]=1.